Dataset: Forward reaction prediction with 1.9M reactions from USPTO patents (1976-2016). Task: Predict the product of the given reaction. (1) Given the reactants [Br:1][C:2]1[CH:7]=[CH:6][C:5](I)=[C:4]([O:9][C:10]([F:13])([F:12])[F:11])[CH:3]=1.[Li]CCCC.CCCCCC.[CH:25](N1CCOCC1)=[O:26], predict the reaction product. The product is: [Br:1][C:2]1[CH:7]=[CH:6][C:5]([CH:25]=[O:26])=[C:4]([O:9][C:10]([F:13])([F:12])[F:11])[CH:3]=1. (2) Given the reactants [CH3:1][O:2][C:3]1[C:4]([NH2:21])=[CH:5][C:6]2[CH2:12][CH2:11][N:10]([CH:13]([CH2:17][O:18][CH3:19])[CH2:14][O:15][CH3:16])[CH2:9][CH2:8][C:7]=2[CH:20]=1.Cl[C:23]1[N:28]=[C:27]([NH:29][C@@H:30]2[CH2:35][CH2:34][CH2:33][CH2:32][C@H:31]2[NH:36][S:37]([CH3:40])(=[O:39])=[O:38])[C:26]([Cl:41])=[CH:25][N:24]=1, predict the reaction product. The product is: [Cl:41][C:26]1[C:27]([NH:29][C@@H:30]2[CH2:35][CH2:34][CH2:33][CH2:32][C@H:31]2[NH:36][S:37]([CH3:40])(=[O:39])=[O:38])=[N:28][C:23]([NH:21][C:4]2[C:3]([O:2][CH3:1])=[CH:20][C:7]3[CH2:8][CH2:9][N:10]([CH:13]([CH2:14][O:15][CH3:16])[CH2:17][O:18][CH3:19])[CH2:11][CH2:12][C:6]=3[CH:5]=2)=[N:24][CH:25]=1. (3) Given the reactants [C:1]([O:9][C:10]1[C:15](=[O:16])[N:14]2[CH2:17][CH2:18][CH2:19][CH2:20][C:13]2=[N:12][C:11]=1[C:21]([O:23][CH3:24])=[O:22])(=[O:8])[C:2]1[CH:7]=[CH:6][CH:5]=[CH:4][CH:3]=1.[Br:25]N1C(=O)CCC1=O.C(OOC(=O)C1C=CC=CC=1)(=O)C1C=CC=CC=1, predict the reaction product. The product is: [C:1]([O:9][C:10]1[C:15](=[O:16])[N:14]2[CH2:17][CH2:18][CH2:19][CH:20]([Br:25])[C:13]2=[N:12][C:11]=1[C:21]([O:23][CH3:24])=[O:22])(=[O:8])[C:2]1[CH:3]=[CH:4][CH:5]=[CH:6][CH:7]=1. (4) Given the reactants [NH:1]1[CH2:6][CH2:5][O:4][CH2:3][CH2:2]1.Cl[CH2:8][C:9]([NH:11][C:12]1[CH:21]=[C:20]2[C:15]([CH:16]=[C:17]([C:23]3[CH:28]=[CH:27][CH:26]=[CH:25][CH:24]=3)[NH:18][C:19]2=[O:22])=[CH:14][CH:13]=1)=[O:10].[OH-].[Na+], predict the reaction product. The product is: [N:1]1([CH2:8][C:9]([NH:11][C:12]2[CH:21]=[C:20]3[C:15]([CH:16]=[C:17]([C:23]4[CH:28]=[CH:27][CH:26]=[CH:25][CH:24]=4)[NH:18][C:19]3=[O:22])=[CH:14][CH:13]=2)=[O:10])[CH2:6][CH2:5][O:4][CH2:3][CH2:2]1. (5) Given the reactants [CH3:1][C:2]([C:5]1[C:10]([C:11]2[CH:16]=[C:15]([O:17][CH3:18])[CH:14]=[CH:13][C:12]=2[F:19])=[CH:9][C:8]([CH2:20][O:21][C:22]2[CH:27]=[CH:26][C:25]([C@@H:28]([C:34]#[C:35][CH2:36][CH3:37])[CH2:29][C:30]([O:32]C)=[O:31])=[CH:24][CH:23]=2)=[CH:7][CH:6]=1)([CH3:4])[CH3:3].C1COCC1.CCO.[OH-].[Na+], predict the reaction product. The product is: [CH3:4][C:2]([C:5]1[C:10]([C:11]2[CH:16]=[C:15]([O:17][CH3:18])[CH:14]=[CH:13][C:12]=2[F:19])=[CH:9][C:8]([CH2:20][O:21][C:22]2[CH:23]=[CH:24][C:25]([C@@H:28]([C:34]#[C:35][CH2:36][CH3:37])[CH2:29][C:30]([OH:32])=[O:31])=[CH:26][CH:27]=2)=[CH:7][CH:6]=1)([CH3:1])[CH3:3]. (6) Given the reactants [C:1]1([C:7]2[S:8][C:9]3[CH:15]=[C:14]([C:16]([O:18]CC)=[O:17])[CH:13]=[CH:12][C:10]=3[N:11]=2)[CH:6]=[CH:5][CH:4]=[CH:3][CH:2]=1.[Li+].[OH-].Cl, predict the reaction product. The product is: [C:1]1([C:7]2[S:8][C:9]3[CH:15]=[C:14]([C:16]([OH:18])=[O:17])[CH:13]=[CH:12][C:10]=3[N:11]=2)[CH:2]=[CH:3][CH:4]=[CH:5][CH:6]=1.